From a dataset of Full USPTO retrosynthesis dataset with 1.9M reactions from patents (1976-2016). Predict the reactants needed to synthesize the given product. (1) Given the product [NH:25]1[CH2:26][CH2:27][CH2:22][C:24]1=[O:29].[NH:25]1[CH2:26][CH2:27][CH2:22][C:23](=[O:30])[C:24]1=[O:29], predict the reactants needed to synthesize it. The reactants are: ClC1C=C([C@@H]2C3C(=CC=CC=3)[C@H](NC([C:22]3[CH:27]=[CH:26][N:25](C)[C:24](=[O:29])[C:23]=3[OH:30])=O)CC2)C=CC=1Cl.[B-](Cl)(Cl)(Cl)[S+](C)C. (2) Given the product [N:12]1([CH2:16][C:17]2[N:21]([CH2:22][C@H:23]3[CH2:28][CH2:27][CH2:26][N:25]([C:29]([O:31][C:32]([CH3:35])([CH3:33])[CH3:34])=[O:30])[CH2:24]3)[C:20]3[CH:36]=[CH:37][CH:38]=[CH:39][C:19]=3[N:18]=2)[C@H:13]2[C@H:8]([CH2:7][CH2:6][C:5]3[C:14]2=[N:1][CH:2]=[CH:3][CH:4]=3)[CH2:9][CH2:10][CH2:11]1, predict the reactants needed to synthesize it. The reactants are: [NH:1]1[C@H:14]2[C@H:5]([CH2:6][CH2:7][C:8]3[C:13]2=[N:12][CH:11]=[CH:10][CH:9]=3)[CH2:4][CH2:3][CH2:2]1.Cl[CH2:16][C:17]1[N:21]([CH2:22][C@H:23]2[CH2:28][CH2:27][CH2:26][N:25]([C:29]([O:31][C:32]([CH3:35])([CH3:34])[CH3:33])=[O:30])[CH2:24]2)[C:20]2[CH:36]=[CH:37][CH:38]=[CH:39][C:19]=2[N:18]=1.C(=O)([O-])[O-].[K+].[K+].[I-].[K+]. (3) Given the product [ClH:33].[C:1]1([CH2:7][CH2:8][CH2:9][CH:10]2[C:16]3[CH:17]=[CH:18][CH:19]=[CH:20][C:15]=3[CH2:14][CH2:13][CH:12]([NH2:21])[C:11]2=[O:32])[CH:6]=[CH:5][CH:4]=[CH:3][CH:2]=1, predict the reactants needed to synthesize it. The reactants are: [C:1]1([CH2:7][CH2:8][CH2:9][CH:10]2[C:16]3[CH:17]=[CH:18][CH:19]=[CH:20][C:15]=3[CH2:14][CH2:13][CH:12]([NH:21]C(OCC3C=CC=CC=3)=O)[C:11]2=[O:32])[CH:6]=[CH:5][CH:4]=[CH:3][CH:2]=1.[ClH:33]. (4) Given the product [Cl:1][C:2]1[C:3]([CH2:13][OH:14])=[C:4]([C:8](=[O:12])[CH2:9][O:10][CH3:11])[CH:5]=[N:6][CH:7]=1, predict the reactants needed to synthesize it. The reactants are: [Cl:1][C:2]1[C:3]([CH2:13][O:14]C2CCCCO2)=[C:4]([C:8](=[O:12])[CH2:9][O:10][CH3:11])[CH:5]=[N:6][CH:7]=1. (5) Given the product [Cl:1][C:2]1[C:3]([S:11]([CH2:14][CH3:15])(=[O:13])=[O:12])=[C:4]([CH2:9][NH:10][C:28]([C:27]2[CH:31]=[CH:32][C:24]([CH2:23][N:20]3[CH2:21][CH2:22][C@@H:18]([N:17]([CH3:16])[C:37](=[O:38])[O:39][C:40]([CH3:43])([CH3:42])[CH3:41])[CH2:19]3)=[C:25]([C:33]([F:36])([F:34])[F:35])[CH:26]=2)=[O:29])[CH:5]=[C:6]([Cl:8])[CH:7]=1, predict the reactants needed to synthesize it. The reactants are: [Cl:1][C:2]1[C:3]([S:11]([CH2:14][CH3:15])(=[O:13])=[O:12])=[C:4]([CH2:9][NH2:10])[CH:5]=[C:6]([Cl:8])[CH:7]=1.[CH3:16][N:17]([C:37]([O:39][C:40]([CH3:43])([CH3:42])[CH3:41])=[O:38])[C@@H:18]1[CH2:22][CH2:21][N:20]([CH2:23][C:24]2[CH:32]=[CH:31][C:27]([C:28](O)=[O:29])=[CH:26][C:25]=2[C:33]([F:36])([F:35])[F:34])[CH2:19]1.CC(OC(N1CCN(CC2C=CC(C([O-])=O)=CC=2C(F)(F)F)CC1)=O)(C)C. (6) Given the product [CH3:20][S:21]([CH:2]1[CH2:7][CH2:6][N:5]([C:8]([O:10][C:11]([CH3:14])([CH3:13])[CH3:12])=[O:9])[CH2:4][CH2:3]1)(=[O:23])=[O:22], predict the reactants needed to synthesize it. The reactants are: O[CH:2]1[CH2:7][CH2:6][N:5]([C:8]([O:10][C:11]([CH3:14])([CH3:13])[CH3:12])=[O:9])[CH2:4][CH2:3]1.O1CCCC1.[CH3:20][S:21](Cl)(=[O:23])=[O:22].C(N(CC)CC)C.